From a dataset of Full USPTO retrosynthesis dataset with 1.9M reactions from patents (1976-2016). Predict the reactants needed to synthesize the given product. (1) Given the product [F:24][C:25]1[CH:26]=[C:27]([CH:35]=[CH:36][C:37]=1[F:38])[O:28][CH:29]1[CH2:34][CH2:33][N:32]([C:21](=[O:22])[CH2:20][N:3]2[CH2:4][CH2:5][CH2:6][C:7]([C:14]3[CH:19]=[CH:18][CH:17]=[CH:16][CH:15]=3)([C:8]3[CH:13]=[CH:12][CH:11]=[CH:10][CH:9]=3)[C:2]2=[O:1])[CH2:31][CH2:30]1, predict the reactants needed to synthesize it. The reactants are: [O:1]=[C:2]1[C:7]([C:14]2[CH:19]=[CH:18][CH:17]=[CH:16][CH:15]=2)([C:8]2[CH:13]=[CH:12][CH:11]=[CH:10][CH:9]=2)[CH2:6][CH2:5][CH2:4][N:3]1[CH2:20][C:21](O)=[O:22].[F:24][C:25]1[CH:26]=[C:27]([CH:35]=[CH:36][C:37]=1[F:38])[O:28][CH:29]1[CH2:34][CH2:33][NH:32][CH2:31][CH2:30]1.C(N=C=NCCCN(C)C)C.CCOCC. (2) Given the product [F:34][C:33]([F:36])([F:35])[C:31]([OH:37])=[O:32].[NH:20]1[CH2:19][CH:18]([NH:17][C:15](=[O:16])[CH2:14][NH:13][C:6]2[C:5]3[C:10](=[CH:11][CH:12]=[C:3]([C:2]([F:1])([F:30])[F:29])[CH:4]=3)[N:9]=[CH:8][N:7]=2)[CH2:21]1, predict the reactants needed to synthesize it. The reactants are: [F:1][C:2]([F:30])([F:29])[C:3]1[CH:4]=[C:5]2[C:10](=[CH:11][CH:12]=1)[N:9]=[CH:8][N:7]=[C:6]2[NH:13][CH2:14][C:15]([NH:17][CH:18]1[CH2:21][N:20](C(OC(C)(C)C)=O)[CH2:19]1)=[O:16].[C:31]([OH:37])([C:33]([F:36])([F:35])[F:34])=[O:32]. (3) Given the product [CH3:41][N:37]([CH3:36])[C:38]1[CH:39]=[CH:44][C:26]([CH2:21][NH:32][CH2:2][C:3]2[CH:8]=[N:7][C:6]3[N:9]([CH2:12][CH3:13])[N:10]=[CH:11][C:5]=3[C:4]=2[NH:14][CH:15]2[CH2:20][CH2:19][O:18][CH2:17][CH2:16]2)=[CH:25][CH:40]=1, predict the reactants needed to synthesize it. The reactants are: Cl[CH2:2][C:3]1[CH:8]=[N:7][C:6]2[N:9]([CH2:12][CH3:13])[N:10]=[CH:11][C:5]=2[C:4]=1[NH:14][CH:15]1[CH2:20][CH2:19][O:18][CH2:17][CH2:16]1.[C:21]1([NH2:32])[C:26](F)=[C:25](F)C(F)=C(N)C=1F.Cl.Cl.C[CH2:36][N:37]([CH:41](C)C)[CH:38]([CH3:40])[CH3:39].[C:44](#N)C. (4) Given the product [CH3:10][O:9][C:7](=[O:8])[C:6]1[CH:11]=[C:12]([O:14][CH2:17][C:18](=[O:19])[NH2:20])[CH:13]=[C:4]([C:3]([O:2][CH3:1])=[O:15])[CH:5]=1, predict the reactants needed to synthesize it. The reactants are: [CH3:1][O:2][C:3](=[O:15])[C:4]1[CH:13]=[C:12]([OH:14])[CH:11]=[C:6]([C:7]([O:9][CH3:10])=[O:8])[CH:5]=1.Cl[CH2:17][C:18]([NH2:20])=[O:19].C(=O)([O-])[O-].[K+].[K+].O. (5) Given the product [Cl:1][C:2]1[CH:7]=[C:6]([NH:8][C:9]2[CH:14]=[CH:13][CH:12]=[CH:11][C:10]=2[CH2:15][O:16][CH2:17][CH2:18][O:19][CH2:20][CH2:21][OH:22])[CH:5]=[CH:4][C:3]=1[C:29]([C:31]1[CH:36]=[CH:35][CH:34]=[CH:33][C:32]=1[CH3:37])=[O:30], predict the reactants needed to synthesize it. The reactants are: [Cl:1][C:2]1[CH:7]=[C:6]([NH:8][C:9]2[CH:14]=[CH:13][CH:12]=[CH:11][C:10]=2[CH2:15][O:16][CH2:17][CH2:18][O:19][CH2:20][CH2:21][O:22]C2CCCCO2)[CH:5]=[CH:4][C:3]=1[C:29]([C:31]1[CH:36]=[CH:35][CH:34]=[CH:33][C:32]=1[CH3:37])=[O:30].C1(C)C=CC(S(O)(=O)=O)=CC=1.C([O-])(O)=O.[Na+]. (6) Given the product [CH3:6][N:7]([CH3:19])/[CH:8]=[CH:2]/[C:1]([C:4]1[CH:5]=[C:6]2[C:11](=[O:12])[NH:10][CH2:9][CH:8]([CH2:13][C:14]([O:16][CH2:17][CH3:18])=[O:15])[N:7]2[CH:19]=1)=[O:3], predict the reactants needed to synthesize it. The reactants are: [C:1]([C:4]1[CH:5]=[C:6]2[C:11](=[O:12])[NH:10][CH2:9][CH:8]([CH2:13][C:14]([O:16][CH2:17][CH3:18])=[O:15])[N:7]2[CH:19]=1)(=[O:3])[CH3:2]. (7) The reactants are: C[Si]([N-][Si](C)(C)C)(C)C.[Li+].[C:11]([C:14]1[O:15][C:16]([O:19][CH3:20])=[CH:17][N:18]=1)(=[O:13])[CH3:12].[C:21](OC)(=[O:26])[C:22]([O:24][CH3:25])=[O:23].O. Given the product [CH3:25][O:24][C:22](=[O:23])[C:21](=[O:26])[CH2:12][C:11]([C:14]1[O:15][C:16]([O:19][CH3:20])=[CH:17][N:18]=1)=[O:13], predict the reactants needed to synthesize it. (8) Given the product [OH:26][C:6]1[C:7]2[N:8]([CH:23]=[CH:24][CH:25]=2)[N:9]([CH2:12][C:13]2[CH:14]=[CH:15][C:16]([C:19]([F:22])([F:21])[F:20])=[CH:17][CH:18]=2)[C:10](=[O:11])[C:5]=1[C:3]([NH:27][C@@H:28]([CH3:29])[C:30]([OH:32])=[O:31])=[O:4], predict the reactants needed to synthesize it. The reactants are: CO[C:3]([C:5]1[C:10](=[O:11])[N:9]([CH2:12][C:13]2[CH:18]=[CH:17][C:16]([C:19]([F:22])([F:21])[F:20])=[CH:15][CH:14]=2)[N:8]2[CH:23]=[CH:24][CH:25]=[C:7]2[C:6]=1[OH:26])=[O:4].[NH2:27][C@H:28]([C:30]([OH:32])=[O:31])[CH3:29].C[O-].[Na+]. (9) Given the product [CH3:29][CH:30]([O:32][C:33]1[CH:38]=[CH:37][C:36]([N:3]2[C:2](=[O:1])[C:7]([CH2:8][C:9]3[CH:10]=[CH:11][C:12]([C:15]4[C:16]([C:21]#[N:22])=[CH:17][CH:18]=[CH:19][CH:20]=4)=[CH:13][CH:14]=3)=[C:6]([CH2:23][CH2:24][CH3:25])[N:5]3[N:26]=[CH:27][N:28]=[C:4]23)=[CH:35][CH:34]=1)[CH3:31], predict the reactants needed to synthesize it. The reactants are: [O:1]=[C:2]1[C:7]([CH2:8][C:9]2[CH:14]=[CH:13][C:12]([C:15]3[C:16]([C:21]#[N:22])=[CH:17][CH:18]=[CH:19][CH:20]=3)=[CH:11][CH:10]=2)=[C:6]([CH2:23][CH2:24][CH3:25])[N:5]2[N:26]=[CH:27][N:28]=[C:4]2[NH:3]1.[CH3:29][CH:30]([O:32][C:33]1[CH:38]=[CH:37][C:36](B(O)O)=[CH:35][CH:34]=1)[CH3:31].C(N(CC)CC)C.N1C=CC=CC=1. (10) The reactants are: Cl[C:2]1[CH:7]=[CH:6][N:5]=[C:4]2[S:8][C:9]([S:18]([C:21]3[CH:26]=[CH:25][C:24]([Cl:27])=[CH:23][CH:22]=3)(=[O:20])=[O:19])=[C:10]([C:11]3[CH:16]=[CH:15][C:14]([Cl:17])=[CH:13][CH:12]=3)[C:3]=12.[CH3:28][O-:29].[Na+]. Given the product [Cl:27][C:24]1[CH:25]=[CH:26][C:21]([S:18]([C:9]2[S:8][C:4]3=[N:5][CH:6]=[CH:7][C:2]([O:29][CH3:28])=[C:3]3[C:10]=2[C:11]2[CH:16]=[CH:15][C:14]([Cl:17])=[CH:13][CH:12]=2)(=[O:20])=[O:19])=[CH:22][CH:23]=1, predict the reactants needed to synthesize it.